This data is from Full USPTO retrosynthesis dataset with 1.9M reactions from patents (1976-2016). The task is: Predict the reactants needed to synthesize the given product. (1) The reactants are: C[O:2][C:3](=[O:34])[CH2:4][C:5]1[CH:10]=[CH:9][C:8]([C:11]#[C:12][C:13]2[CH:14]=[C:15]3[C:20](=[C:21]([CH2:23][C:24]#[C:25][Si](C)(C)C)[CH:22]=2)[O:19][C:18]([CH3:31])([CH3:30])[CH2:17][C:16]3([CH3:33])[CH3:32])=[CH:7][CH:6]=1.CO.O1CCCC1.O.[OH-].[Li+]. Given the product [CH3:30][C:18]1([CH3:31])[CH2:17][C:16]([CH3:32])([CH3:33])[C:15]2[C:20](=[C:21]([CH2:23][C:24]#[CH:25])[CH:22]=[C:13]([C:12]#[C:11][C:8]3[CH:7]=[CH:6][C:5]([CH2:4][C:3]([OH:34])=[O:2])=[CH:10][CH:9]=3)[CH:14]=2)[O:19]1, predict the reactants needed to synthesize it. (2) The reactants are: [C:1]([C:3]1[N:8]=[CH:7][C:6]([NH:9][C:10]([C:12]2[C:20]3[C:15](=[CH:16][CH:17]=[C:18]([C:21]4[CH:22]=[N:23][CH:24]=[C:25]([CH2:27][N:28]5[CH2:33][CH2:32][CH2:31][CH2:30][CH2:29]5)[CH:26]=4)[CH:19]=3)[NH:14][N:13]=2)=[O:11])=[CH:5][CH:4]=1)#[N:2].S(=O)(=O)(O)[OH:35].[NH4+].[OH-]. Given the product [C:1]([C:3]1[N:8]=[CH:7][C:6]([NH:9][C:10]([C:12]2[C:20]3[C:15](=[CH:16][CH:17]=[C:18]([C:21]4[CH:22]=[N:23][CH:24]=[C:25]([CH2:27][N:28]5[CH2:33][CH2:32][CH2:31][CH2:30][CH2:29]5)[CH:26]=4)[CH:19]=3)[NH:14][N:13]=2)=[O:11])=[CH:5][CH:4]=1)(=[O:35])[NH2:2], predict the reactants needed to synthesize it.